This data is from Reaction yield outcomes from USPTO patents with 853,638 reactions. The task is: Predict the reaction yield, written as a fraction of the theoretical maximum amount of product (1.0 means a 100% yield; for example, 0.34 means a 34% yield). (1) The reactants are [NH2:1][C:2]([CH3:9])([CH3:8])[CH2:3][CH2:4][C:5]([OH:7])=[O:6].C([O-])([O-])=O.[Na+].[Na+].[C:16](Cl)([O:18][CH2:19][CH:20]1[C:32]2[C:27](=[CH:28][CH:29]=[CH:30][CH:31]=2)[C:26]2[C:21]1=[CH:22][CH:23]=[CH:24][CH:25]=2)=[O:17].Cl. The catalyst is O1CCOCC1. The product is [CH:31]1[C:32]2[CH:20]([CH2:19][O:18][C:16]([NH:1][C:2]([CH3:9])([CH3:8])[CH2:3][CH2:4][C:5]([OH:7])=[O:6])=[O:17])[C:21]3[C:26](=[CH:25][CH:24]=[CH:23][CH:22]=3)[C:27]=2[CH:28]=[CH:29][CH:30]=1. The yield is 0.490. (2) The reactants are [CH3:1][C:2]1[CH:3]=[CH:4][C:5]([C:8]2[CH:13]=[CH:12][NH:11][C:10](=[O:14])[CH:9]=2)=[N:6][CH:7]=1.Br[C:16]1[CH:17]=[CH:18][C:19]2[C:20]3[CH2:29][N:28]([C:30]([O:32][C:33]([CH3:36])([CH3:35])[CH3:34])=[O:31])[CH2:27][CH2:26][C:21]=3[N:22]([CH3:25])[C:23]=2[CH:24]=1. No catalyst specified. The product is [CH3:25][N:22]1[C:23]2[CH:24]=[C:16]([N:11]3[CH:12]=[CH:13][C:8]([C:5]4[CH:4]=[CH:3][C:2]([CH3:1])=[CH:7][N:6]=4)=[CH:9][C:10]3=[O:14])[CH:17]=[CH:18][C:19]=2[C:20]2[CH2:29][N:28]([C:30]([O:32][C:33]([CH3:36])([CH3:35])[CH3:34])=[O:31])[CH2:27][CH2:26][C:21]1=2. The yield is 0.640. (3) The reactants are [NH2:1][C:2]1[CH:11]=[C:10]([Cl:12])[CH:9]=[CH:8][C:3]=1[C:4](OC)=[O:5].[H-].[H-].[H-].[H-].[Li+].[Al+3]. The catalyst is C1COCC1. The yield is 0.690. The product is [NH2:1][C:2]1[CH:11]=[C:10]([Cl:12])[CH:9]=[CH:8][C:3]=1[CH2:4][OH:5]. (4) The reactants are [CH3:1][O:2][C:3]1[C:4]([CH2:18][OH:19])([CH2:13][CH2:14][CH:15]([CH3:17])[CH3:16])[C:5]2[C:10]([CH2:11][CH:12]=1)=[CH:9][CH:8]=[CH:7][CH:6]=2.[C:20](OC(=O)C)(=[O:22])[CH3:21].N1C=CC=CC=1. The catalyst is O. The product is [C:20]([O:19][CH2:18][C:4]1([CH2:13][CH2:14][CH:15]([CH3:16])[CH3:17])[C:5]2[C:10](=[CH:9][CH:8]=[CH:7][CH:6]=2)[CH2:11][CH:12]=[C:3]1[O:2][CH3:1])(=[O:22])[CH3:21]. The yield is 0.810. (5) The reactants are [CH:1]1[C:14]2[C:5](=[CH:6][C:7]3[C:12]([C:13]=2[C:15]2[CH:20]=[CH:19][C:18]([C:21]4[O:22][C:23]5[CH:29]=[CH:28][CH:27]=[CH:26][C:24]=5[N:25]=4)=[CH:17][CH:16]=2)=[CH:11][CH:10]=[CH:9][CH:8]=3)[CH:4]=[CH:3][CH:2]=1.C1(C)C=CC=CC=1.[Br:37]N1C(=O)CCC1=O. The catalyst is C(OCC)(=O)C. The product is [Br:37][C:6]1[C:5]2[C:14](=[CH:1][CH:2]=[CH:3][CH:4]=2)[C:13]([C:15]2[CH:16]=[CH:17][C:18]([C:21]3[O:22][C:23]4[CH:29]=[CH:28][CH:27]=[CH:26][C:24]=4[N:25]=3)=[CH:19][CH:20]=2)=[C:12]2[C:7]=1[CH:8]=[CH:9][CH:10]=[CH:11]2. The yield is 0.820. (6) The reactants are [C:1]([O:5][C:6]([NH:8][C:9]1[CH:14]=[CH:13][CH:12]=[CH:11][C:10]=1[NH:15][C:16]([C:18]1[CH:23]=[CH:22][C:21]([C:24]2[CH2:25][CH2:26][N:27](C(OCC3C=CC=CC=3)=O)[CH2:28][CH:29]=2)=[CH:20][CH:19]=1)=[O:17])=[O:7])([CH3:4])([CH3:3])[CH3:2].[H][H].C(OCC)C.C(OCC)(=O)C. The catalyst is CO.[Pd]. The product is [NH:27]1[CH2:28][CH2:29][CH:24]([C:21]2[CH:22]=[CH:23][C:18]([C:16]([NH:15][C:10]3[CH:11]=[CH:12][CH:13]=[CH:14][C:9]=3[NH:8][C:6](=[O:7])[O:5][C:1]([CH3:3])([CH3:4])[CH3:2])=[O:17])=[CH:19][CH:20]=2)[CH2:25][CH2:26]1. The yield is 0.810.